This data is from Forward reaction prediction with 1.9M reactions from USPTO patents (1976-2016). The task is: Predict the product of the given reaction. (1) Given the reactants C[O:2][C:3](=[O:19])[C:4]1[C:5](=[C:10]([CH3:18])[C:11]([NH2:17])=[C:12]([N+:14]([O-:16])=[O:15])[CH:13]=1)[C:6]([O:8][CH3:9])=[O:7].[OH-].[Na+].Cl, predict the reaction product. The product is: [CH3:9][O:8][C:6](=[O:7])[C:5]1[C:4](=[CH:13][C:12]([N+:14]([O-:16])=[O:15])=[C:11]([NH2:17])[C:10]=1[CH3:18])[C:3]([OH:19])=[O:2]. (2) The product is: [CH:1]1([CH2:4][N:5]2[C:10]3[N:11]=[CH:12][C:13]([C:15]([OH:17])=[O:16])=[CH:14][C:9]=3[C:8](=[O:20])[N:7]([CH2:21][CH:22]3[CH2:24][CH2:23]3)[C:6]2=[O:25])[CH2:2][CH2:3]1. Given the reactants [CH:1]1([CH2:4][N:5]2[C:10]3[N:11]=[CH:12][C:13]([C:15]([O:17]CC)=[O:16])=[CH:14][C:9]=3[C:8](=[O:20])[N:7]([CH2:21][CH:22]3[CH2:24][CH2:23]3)[C:6]2=[O:25])[CH2:3][CH2:2]1.O.[OH-].[Li+], predict the reaction product. (3) Given the reactants C[O:2][C:3]([C:5]1[S:6][C:7]([C:28]2[CH:33]=[CH:32][CH:31]=[CH:30][CH:29]=2)=[CH:8][C:9]=1[N:10]([CH:20]1[CH2:25][CH2:24][C:23]([OH:27])([CH3:26])[CH2:22][CH2:21]1)[C:11]([C@H:13]1[CH2:18][CH2:17][C@@H:16]([CH3:19])[CH2:15][CH2:14]1)=[O:12])=[O:4].[OH-].[Li+], predict the reaction product. The product is: [OH:27][C:23]1([CH3:26])[CH2:22][CH2:21][CH:20]([N:10]([C:11]([C@H:13]2[CH2:14][CH2:15][C@@H:16]([CH3:19])[CH2:17][CH2:18]2)=[O:12])[C:9]2[CH:8]=[C:7]([C:28]3[CH:29]=[CH:30][CH:31]=[CH:32][CH:33]=3)[S:6][C:5]=2[C:3]([OH:4])=[O:2])[CH2:25][CH2:24]1. (4) Given the reactants Cl[N:2]1[C:6](=O)[CH2:5][CH2:4][C:3]1=[O:8].[N:9]1[CH:14]=[CH:13][CH:12]=[CH:11][C:10]=1C=NO.C([C@@H]1N2[CH2:26][CH2:27][N:28]([C:30]3[C:31](C#N)=[N:32][CH:33]=[CH:34][N:35]=3)[CH2:29][C@@H:24]2[CH2:23][CH2:22][CH2:21]1)#C.CC[N:40]([CH2:43]C)CC.C[N:46](C=O)C, predict the reaction product. The product is: [N:9]1[CH:10]=[CH:11][CH:12]=[CH:13][C:14]=1[C:3]1[O:8][N:46]=[C:5]([C@@H:6]2[N:2]3[CH2:26][CH2:27][N:28]([C:30]4[N:35]=[C:34]([C:43]#[N:40])[CH:33]=[N:32][CH:31]=4)[CH2:29][C@@H:24]3[CH2:23][CH2:22][CH2:21]2)[CH:4]=1. (5) Given the reactants [CH2:1]([OH:7])[CH:2]1[O:6][CH2:5][CH2:4][CH2:3]1.C(N(CC)CC)C.[CH3:15][S:16](Cl)(=[O:18])=[O:17], predict the reaction product. The product is: [CH3:15][S:16]([O:7][CH2:1][CH:2]1[O:6][CH2:5][CH2:4][CH2:3]1)(=[O:18])=[O:17]. (6) The product is: [C:3]([O:7][C:8]([N:10]([CH2:21][CH:22]=[CH2:23])[CH2:11][C:12]1[CH:13]=[CH:14][CH:15]=[C:16]2[C:20]=1[N:19]([CH2:26][CH:25]=[CH2:24])[CH:18]=[CH:17]2)=[O:9])([CH3:6])([CH3:5])[CH3:4]. Given the reactants [H-].[Na+].[C:3]([O:7][C:8]([N:10]([CH2:21][CH:22]=[CH2:23])[CH2:11][C:12]1[CH:13]=[CH:14][CH:15]=[C:16]2[C:20]=1[NH:19][CH:18]=[CH:17]2)=[O:9])([CH3:6])([CH3:5])[CH3:4].[CH2:24](Br)[CH:25]=[CH2:26], predict the reaction product. (7) Given the reactants [Br:1][C:2]1[CH:7]=[CH:6][C:5]([C:8]([CH:10]2[CH2:15][CH2:14][NH:13][CH2:12][CH2:11]2)=[O:9])=[CH:4][CH:3]=1.[C:16]1([C:18](=[CH:20][CH:21]=[CH:22][CH:23]=1)O)[OH:17].CC1C=CC(S(O)(=O)=O)=CC=1.O, predict the reaction product. The product is: [Br:1][C:2]1[CH:7]=[CH:6][C:5]([C:8]2([CH:10]3[CH2:15][CH2:14][NH:13][CH2:12][CH2:11]3)[O:17][C:16]3[CH:18]=[CH:20][CH:21]=[CH:22][C:23]=3[O:9]2)=[CH:4][CH:3]=1. (8) Given the reactants [C:1]([CH2:3][C:4]1([N:8]2[CH2:13][CH2:12][CH:11]([N:14]([C@@H:21]3[CH2:23][C@H:22]3[C:24]3[CH:29]=[CH:28][CH:27]=[CH:26][CH:25]=3)[C:15](=[O:20])[C:16]([F:19])([F:18])[F:17])[CH2:10][CH2:9]2)[CH2:7][NH:6][CH2:5]1)#[N:2].C=O.[C:32](O)(=O)C.[BH-](OC(C)=O)(OC(C)=O)OC(C)=O.[Na+].C([O-])([O-])=O.[Na+].[Na+], predict the reaction product. The product is: [C:1]([CH2:3][C:4]1([N:8]2[CH2:9][CH2:10][CH:11]([N:14]([C@@H:21]3[CH2:23][C@H:22]3[C:24]3[CH:29]=[CH:28][CH:27]=[CH:26][CH:25]=3)[C:15](=[O:20])[C:16]([F:19])([F:17])[F:18])[CH2:12][CH2:13]2)[CH2:5][N:6]([CH3:32])[CH2:7]1)#[N:2].